From a dataset of Catalyst prediction with 721,799 reactions and 888 catalyst types from USPTO. Predict which catalyst facilitates the given reaction. Reactant: [C:1]([O:5][C:6](=[O:11])[NH:7][CH2:8][CH2:9][NH2:10])([CH3:4])([CH3:3])[CH3:2].C(N(C(C)C)CC)(C)C.[CH2:21]([O:30][C:31]1[CH:39]=[CH:38][C:34]([C:35](Cl)=[O:36])=[CH:33][CH:32]=1)[CH2:22][CH2:23][CH2:24][CH2:25][CH2:26][CH2:27][CH2:28][CH3:29]. Product: [CH2:21]([O:30][C:31]1[CH:32]=[CH:33][C:34]([C:35]([NH:10][CH2:9][CH2:8][NH:7][C:6](=[O:11])[O:5][C:1]([CH3:4])([CH3:2])[CH3:3])=[O:36])=[CH:38][CH:39]=1)[CH2:22][CH2:23][CH2:24][CH2:25][CH2:26][CH2:27][CH2:28][CH3:29]. The catalyst class is: 4.